This data is from Full USPTO retrosynthesis dataset with 1.9M reactions from patents (1976-2016). The task is: Predict the reactants needed to synthesize the given product. (1) Given the product [OH:7][C:1]1[CH:6]=[CH:5][C:4]([C:10]2([C:25]3[CH:26]=[CH:27][C:22]([OH:28])=[CH:23][CH:24]=3)[CH2:11][CH2:12][CH2:13][CH:14]([C:15]3[CH:20]=[CH:19][C:18]([OH:29])=[CH:17][CH:16]=3)[CH2:9]2)=[CH:3][CH:2]=1, predict the reactants needed to synthesize it. The reactants are: [C:1]1([OH:7])[CH:6]=[CH:5][CH:4]=[CH:3][CH:2]=1.Cl.[CH2:9](S)[CH2:10][CH2:11][CH2:12][CH2:13][CH2:14][CH2:15][CH2:16][CH2:17][CH2:18][CH2:19][CH3:20].[C:22]1(=[O:28])[CH2:27][CH2:26][CH2:25][CH:24]=[CH:23]1.[OH-:29].[Na+]. (2) Given the product [Cl:1][C:2]1[CH:7]=[C:6]([Cl:8])[CH:5]=[CH:4][C:3]=1[C:9]1[CH:14]=[CH:13][C:12]([C:15]([Cl:20])=[O:17])=[CH:11][CH:10]=1, predict the reactants needed to synthesize it. The reactants are: [Cl:1][C:2]1[CH:7]=[C:6]([Cl:8])[CH:5]=[CH:4][C:3]=1[C:9]1[CH:14]=[CH:13][C:12]([C:15]([OH:17])=O)=[CH:11][CH:10]=1.S(Cl)([Cl:20])=O. (3) Given the product [OH:22][CH2:23][CH2:24][C:20]1[C:21]([OH:25])=[N:9][C:8]([N:2]2[CH2:7][CH2:6][O:5][CH2:4][CH2:3]2)=[N:10][C:18]=1[OH:17], predict the reactants needed to synthesize it. The reactants are: Br.[N:2]1([C:8]([NH2:10])=[NH:9])[CH2:7][CH2:6][O:5][CH2:4][CH2:3]1.C[O-].[Na+].CO.C[O:17][C:18]([CH:20]1[CH2:24][CH2:23][O:22][C:21]1=[O:25])=O.C(O)(=O)C. (4) Given the product [Br:1][C:2]1[C:3]([CH3:12])=[C:4]([CH2:8][CH2:9][OH:10])[CH:5]=[CH:6][CH:7]=1, predict the reactants needed to synthesize it. The reactants are: [Br:1][C:2]1[CH:7]=[CH:6][CH:5]=[C:4]([CH:8]=[CH:9][O:10]C)[C:3]=1[CH3:12].C(=O)([O-])[O-].[K+].[K+]. (5) Given the product [C:1]([C:4]1[CH:5]=[C:6]([CH:9]2[C:14]3[N:15]4[N:20]=[C:19]([CH3:21])[S:18][C:16]4=[N:17][C:13]=3[CH2:12][CH2:11][N:10]2[C:22]([O:24][C:25]([CH3:28])([CH3:27])[CH3:26])=[O:23])[S:7][CH:8]=1)#[N:2], predict the reactants needed to synthesize it. The reactants are: [C:1]([C:4]1[CH:5]=[C:6]([CH:9]2[C:14]3[N:15]4[N:20]=[C:19]([CH3:21])[S:18][C:16]4=[N:17][C:13]=3[CH2:12][CH2:11][N:10]2[C:22]([O:24][C:25]([CH3:28])([CH3:27])[CH3:26])=[O:23])[S:7][CH:8]=1)(=O)[NH2:2].CC[N+](S(N=C(OC)[O-])(=O)=O)(CC)CC. (6) Given the product [OH:19][C:17]1[CH:18]=[C:9]([C:39]2[N:43]([CH2:44][CH2:45][O:46][CH3:47])[N:42]=[CH:41][CH:40]=2)[CH:10]=[C:11]2[C:16]=1[N:15]=[CH:14][NH:13][C:12]2=[O:36], predict the reactants needed to synthesize it. The reactants are: CC1(C)C(C)(C)OB([C:9]2[CH:10]=[C:11]3[C:16](=[C:17]([O:19]COCC[Si](C)(C)C)[CH:18]=2)[N:15]=[CH:14][N:13](COCC[Si](C)(C)C)[C:12]3=[O:36])O1.I[C:39]1[N:43]([CH2:44][CH2:45][O:46][CH3:47])[N:42]=[CH:41][CH:40]=1.FC1C=C(I)C=C(F)C=1F.C(=O)([O-])[O-].[K+].[K+].